This data is from Reaction yield outcomes from USPTO patents with 853,638 reactions. The task is: Predict the reaction yield, written as a fraction of the theoretical maximum amount of product (1.0 means a 100% yield; for example, 0.34 means a 34% yield). (1) The reactants are [CH3:1][O:2][C:3]1[CH:8]=[CH:7][C:6](/[CH:9]=[CH:10]/[C:11](OC)=[O:12])=[C:5]([N+:15]([O-:17])=[O:16])[CH:4]=1.CC(C[AlH]CC(C)C)C. The catalyst is C1(C)C=CC=CC=1. The product is [CH3:1][O:2][C:3]1[CH:8]=[CH:7][C:6](/[CH:9]=[CH:10]/[CH2:11][OH:12])=[C:5]([N+:15]([O-:17])=[O:16])[CH:4]=1. The yield is 0.810. (2) The reactants are C(OC([N:8]1[CH2:13][CH2:12][CH2:11][CH:10]([C:14]([N:16]2[CH2:21][CH2:20][CH2:19][CH2:18][CH:17]2[C:22]2[CH:27]=[CH:26][CH:25]=[CH:24][CH:23]=2)=[O:15])[CH2:9]1)=O)(C)(C)C.FC(F)(F)C(O)=O. The catalyst is C(Cl)Cl. The product is [C:22]1([CH:17]2[CH2:18][CH2:19][CH2:20][CH2:21][N:16]2[C:14]([CH:10]2[CH2:11][CH2:12][CH2:13][NH:8][CH2:9]2)=[O:15])[CH:23]=[CH:24][CH:25]=[CH:26][CH:27]=1. The yield is 0.950. (3) The reactants are [S:1](=[O:30])(=[O:29])([O:3][CH2:4][C@H:5]1[CH2:9][C@@H:8]([NH:10][C:11]2[N:16]3[N:17]=[C:18]([C:20]4[CH:25]=[CH:24][CH:23]=[CH:22][N:21]=4)[CH:19]=[C:15]3[N:14]=[C:13](Cl)[CH:12]=2)[C@H:7]([OH:27])[C@@H:6]1[OH:28])[NH2:2].CO. The catalyst is [Pd]. The product is [S:1](=[O:30])(=[O:29])([O:3][CH2:4][C@H:5]1[CH2:9][C@@H:8]([NH:10][C:11]2[N:16]3[N:17]=[C:18]([C:20]4[CH:25]=[CH:24][CH:23]=[CH:22][N:21]=4)[CH:19]=[C:15]3[N:14]=[CH:13][CH:12]=2)[C@H:7]([OH:27])[C@@H:6]1[OH:28])[NH2:2]. The yield is 0.220. (4) The reactants are Br[C:2]1[CH:3]=[CH:4][CH:5]=[C:6]2[C:11]=1[N:10]=[C:9]([NH:12][C@H:13]1[CH2:18][CH2:17][C@H:16]([OH:19])[CH2:15][CH2:14]1)[N:8]=[CH:7]2.[OH:20][C:21]1[CH:26]=[CH:25][C:24](B(O)O)=[CH:23][CH:22]=1. The catalyst is C1C=CC([P]([Pd]([P](C2C=CC=CC=2)(C2C=CC=CC=2)C2C=CC=CC=2)([P](C2C=CC=CC=2)(C2C=CC=CC=2)C2C=CC=CC=2)[P](C2C=CC=CC=2)(C2C=CC=CC=2)C2C=CC=CC=2)(C2C=CC=CC=2)C2C=CC=CC=2)=CC=1.CN(C=O)C. The product is [OH:19][C@H:16]1[CH2:17][CH2:18][C@H:13]([NH:12][C:9]2[N:8]=[CH:7][C:6]3[C:11](=[C:2]([C:24]4[CH:25]=[CH:26][C:21]([OH:20])=[CH:22][CH:23]=4)[CH:3]=[CH:4][CH:5]=3)[N:10]=2)[CH2:14][CH2:15]1. The yield is 0.740.